From a dataset of Forward reaction prediction with 1.9M reactions from USPTO patents (1976-2016). Predict the product of the given reaction. The product is: [CH2:1]([CH:3]1[NH:4][C:5](=[O:22])[N:6]([CH:9]2[CH2:14][CH2:13][NH:12][CH2:11][CH2:10]2)[C:7]1=[O:8])[CH3:2]. Given the reactants [CH2:1]([CH:3]1[C:7](=[O:8])[N:6]([CH:9]2[CH2:14][CH2:13][N:12](C(OC(C)(C)C)=O)[CH2:11][CH2:10]2)[C:5](=[O:22])[NH:4]1)[CH3:2].Cl.C(OCC)C, predict the reaction product.